Dataset: Reaction yield outcomes from USPTO patents with 853,638 reactions. Task: Predict the reaction yield, written as a fraction of the theoretical maximum amount of product (1.0 means a 100% yield; for example, 0.34 means a 34% yield). (1) The reactants are [N:1]1([CH:6]([C:10]2[CH:15]=[CH:14][C:13]([NH:16][C:17](=[O:27])/[C:18](/[CH3:26])=[CH:19]/[C:20]3[CH:25]=[CH:24][CH:23]=[CH:22][CH:21]=3)=[CH:12][CH:11]=2)[CH:7]([CH3:9])[CH3:8])[CH:5]=[CH:4][N:3]=[CH:2]1. The catalyst is CO.[Pd]. The product is [N:1]1([CH:6]([C:10]2[CH:15]=[CH:14][C:13]([NH:16][C:17](=[O:27])[CH:18]([CH3:26])[CH2:19][C:20]3[CH:21]=[CH:22][CH:23]=[CH:24][CH:25]=3)=[CH:12][CH:11]=2)[CH:7]([CH3:9])[CH3:8])[CH:5]=[CH:4][N:3]=[CH:2]1. The yield is 0.940. (2) The reactants are Br[C:2]1[CH:7]=[CH:6][C:5]([CH3:8])=[CH:4][N:3]=1.C([O-])([O-])=O.[Na+].[Na+].[CH3:15][CH2:16]O.O. The catalyst is C1(C)C=CC=CC=1.C1C=CC([P]([Pd]([P](C2C=CC=CC=2)(C2C=CC=CC=2)C2C=CC=CC=2)([P](C2C=CC=CC=2)(C2C=CC=CC=2)C2C=CC=CC=2)[P](C2C=CC=CC=2)(C2C=CC=CC=2)C2C=CC=CC=2)(C2C=CC=CC=2)C2C=CC=CC=2)=CC=1. The product is [CH3:8][C:5]1[CH:6]=[CH:7][C:2]([CH:15]=[CH2:16])=[N:3][CH:4]=1. The yield is 0.756.